From a dataset of Full USPTO retrosynthesis dataset with 1.9M reactions from patents (1976-2016). Predict the reactants needed to synthesize the given product. (1) Given the product [C:1]([O:5][C:6]([N:8]1[CH2:9][CH2:10][CH:11]([C:14]([N:32]2[CH2:29][CH2:28][CH2:27]2)=[O:16])[CH2:12][CH2:13]1)=[O:7])([CH3:2])([CH3:3])[CH3:4], predict the reactants needed to synthesize it. The reactants are: [C:1]([O:5][C:6]([N:8]1[CH2:13][CH2:12][CH:11]([C:14]([OH:16])=O)[CH2:10][CH2:9]1)=[O:7])([CH3:4])([CH3:3])[CH3:2].CN(C(O[N:32]1N=[N:32][C:27]2[CH:28]=[CH:29][CH:29]=[CH:28][C:27]1=2)=[N+](C)C)C.[B-](F)(F)(F)F.C(N(CC)CC)C.N1CCC1. (2) Given the product [CH2:43]([N:36]([CH2:37][CH2:38][C:39]([CH3:40])([CH3:41])[CH3:42])[C:34]([C:31]1[N:32]=[CH:33][N:29]([C:14]2[CH:13]=[C:12]([Cl:11])[C:17]([OH:18])=[C:16]([Cl:28])[CH:15]=2)[N:30]=1)=[O:35])[C:44]1[CH:49]=[CH:48][CH:47]=[CH:46][CH:45]=1, predict the reactants needed to synthesize it. The reactants are: C[Si]([N-][Si](C)(C)C)(C)C.[Na+].[Cl:11][C:12]1[CH:13]=[C:14]([N:29]2[CH:33]=[N:32][C:31]([C:34]([NH:36][CH2:37][CH2:38][C:39]([CH3:42])([CH3:41])[CH3:40])=[O:35])=[N:30]2)[CH:15]=[C:16]([Cl:28])[C:17]=1[O:18]CC1C=CC(OC)=CC=1.[CH2:43](Br)[C:44]1[CH:49]=[CH:48][CH:47]=[CH:46][CH:45]=1. (3) Given the product [ClH:28].[Cl:28][C:24]1[CH:23]=[C:22]([CH:27]=[CH:26][CH:25]=1)[CH2:21][NH:20][C:18]1[CH:17]=[CH:16][N:15]=[C:14]([N:11]2[CH2:10][CH2:9][NH:8][CH2:13][CH2:12]2)[N:19]=1, predict the reactants needed to synthesize it. The reactants are: C(OC([N:8]1[CH2:13][CH2:12][N:11]([C:14]2[N:19]=[C:18]([NH:20][CH2:21][C:22]3[CH:27]=[CH:26][CH:25]=[C:24]([Cl:28])[CH:23]=3)[CH:17]=[CH:16][N:15]=2)[CH2:10][CH2:9]1)=O)(C)(C)C.C(O)(C(F)(F)F)=O. (4) Given the product [F:4][CH:5]([F:20])[C:6]1[CH:7]=[C:8]([CH:13]=[C:14]([CH2:16][N:17]([CH3:18])[CH3:19])[CH:15]=1)[C:9]([OH:11])=[O:10], predict the reactants needed to synthesize it. The reactants are: O.[OH-].[Li+].[F:4][CH:5]([F:20])[C:6]1[CH:7]=[C:8]([CH:13]=[C:14]([CH2:16][N:17]([CH3:19])[CH3:18])[CH:15]=1)[C:9]([O:11]C)=[O:10].Cl. (5) Given the product [I:1][C:2]1[CH:7]=[CH:6][CH:5]=[CH:4][C:3]=1[CH2:8][CH2:9][NH:10][C:12](=[O:13])[CH3:11], predict the reactants needed to synthesize it. The reactants are: [I:1][C:2]1[CH:7]=[CH:6][CH:5]=[CH:4][C:3]=1[CH2:8][CH2:9][NH2:10].[CH3:11][C:12](OC(C)=O)=[O:13]. (6) Given the product [C:6]([C:8]1[CH:9]=[CH:10][C:11]([CH2:12][CH:13](/[CH:26]=[CH:27]/[C:28]2[CH:33]=[CH:32][CH:31]=[CH:30][C:29]=2[O:34][CH2:35][CH2:36][CH2:37][CH2:38][CH2:39][N:40]2[CH2:45][CH2:44][CH2:43][N:42]([CH3:46])[C:41]2=[O:47])[CH2:14][CH2:15][C:16]2[CH:17]=[CH:18][C:19]([C:20]([OH:22])=[O:21])=[CH:24][CH:25]=2)=[CH:48][CH:49]=1)([OH:7])=[O:5], predict the reactants needed to synthesize it. The reactants are: O.[OH-].[Li+].C[O:5][C:6]([C:8]1[CH:49]=[CH:48][C:11]([CH2:12][CH:13](/[CH:26]=[CH:27]/[C:28]2[CH:33]=[CH:32][CH:31]=[CH:30][C:29]=2[O:34][CH2:35][CH2:36][CH2:37][CH2:38][CH2:39][N:40]2[CH2:45][CH2:44][CH2:43][N:42]([CH3:46])[C:41]2=[O:47])[CH2:14][CH2:15][C:16]2[CH:25]=[CH:24][C:19]([C:20]([O:22]C)=[O:21])=[CH:18][CH:17]=2)=[CH:10][CH:9]=1)=[O:7].Cl.